This data is from Reaction yield outcomes from USPTO patents with 853,638 reactions. The task is: Predict the reaction yield, written as a fraction of the theoretical maximum amount of product (1.0 means a 100% yield; for example, 0.34 means a 34% yield). (1) The reactants are [CH3:1][C:2]([C:7]1[CH:12]=[CH:11][CH:10]=[CH:9][CH:8]=1)([CH3:6])[C:3](O)=[O:4].CSC.B.CO.O. The catalyst is C1COCC1. The product is [CH3:6][C:2]([C:7]1[CH:12]=[CH:11][CH:10]=[CH:9][CH:8]=1)([CH3:1])[CH2:3][OH:4]. The yield is 0.770. (2) The reactants are [N:1]1[C:2]([CH2:14][OH:15])=[N:3][N:4]2[C:13]=1[C:12]1[N:11]=[CH:10][CH:9]=[CH:8][C:7]=1[CH:6]=[CH:5]2. The catalyst is CCO.[O-2].[O-2].[Mn+4]. The product is [N:1]1[C:2]([CH:14]=[O:15])=[N:3][N:4]2[C:13]=1[C:12]1[N:11]=[CH:10][CH:9]=[CH:8][C:7]=1[CH:6]=[CH:5]2. The yield is 0.880. (3) The reactants are C([O:3][C:4]([C:6]1[N:7]=[C:8]([NH:12][C:13]2[CH:18]=[CH:17][C:16]([O:19][CH3:20])=[C:15]([O:21][CH3:22])[CH:14]=2)[S:9][C:10]=1[CH3:11])=[O:5])C.[OH-].[K+]. The catalyst is C1COCC1. The product is [CH3:22][O:21][C:15]1[CH:14]=[C:13]([NH:12][C:8]2[S:9][C:10]([CH3:11])=[C:6]([C:4]([OH:5])=[O:3])[N:7]=2)[CH:18]=[CH:17][C:16]=1[O:19][CH3:20]. The yield is 0.445. (4) The reactants are Br[CH2:2][CH2:3][CH2:4][CH2:5][C:6]([CH3:10])([CH3:9])[CH2:7][OH:8].[C:11]1(=[O:21])[NH:15][C:14](=[O:16])[C:13]2=[CH:17][CH:18]=[CH:19][CH:20]=[C:12]12.[K]. The catalyst is CN(C=O)C. The product is [CH3:9][C:6]([CH3:10])([CH2:5][CH2:4][CH2:3][CH2:2][N:15]1[C:14](=[O:16])[C:13]2=[CH:17][CH:18]=[CH:19][CH:20]=[C:12]2[C:11]1=[O:21])[CH2:7][OH:8]. The yield is 0.970. (5) The reactants are [H-].[Na+].[CH2:3]([O:5][C:6](=[O:12])[CH2:7][C:8]([CH2:10]C)=[O:9])[CH3:4].Br[CH2:14][CH2:15][CH2:16][CH2:17][CH2:18][C:19]([O:21][CH2:22][CH3:23])=[O:20].[C:24]1(C)C=CC=CC=1. No catalyst specified. The product is [C:8]([C:7]([CH3:24])([CH2:14][CH2:15][CH2:16][CH2:17][CH2:18][C:19]([O:21][CH2:22][CH3:23])=[O:20])[C:6]([O:5][CH2:3][CH3:4])=[O:12])(=[O:9])[CH3:10]. The yield is 0.460. (6) The reactants are C[O:2][C:3]([C:5]1[C:10]([NH:11][C:12]2[CH:17]=[CH:16][C:15]([Br:18])=[CH:14][C:13]=2[F:19])=[C:9]([F:20])[C:8](=[O:21])[NH:7][CH:6]=1)=[O:4].C1COCC1.[Li+].[OH-].Cl. The catalyst is CO. The product is [Br:18][C:15]1[CH:16]=[CH:17][C:12]([NH:11][C:10]2[C:5]([C:3]([OH:4])=[O:2])=[CH:6][NH:7][C:8](=[O:21])[C:9]=2[F:20])=[C:13]([F:19])[CH:14]=1. The yield is 0.990. (7) The reactants are [CH3:1][O:2][C:3]1[CH:12]=[C:11]2[C:6]([N:7]=[CH:8][C:9](=[O:13])[NH:10]2)=[CH:5][CH:4]=1.CS(O[CH2:19][CH2:20][N:21]1[CH2:26][CH2:25][CH:24]([NH:27][C:28]([O:30][C:31]([CH3:34])([CH3:33])[CH3:32])=[O:29])[CH:23]([F:35])[CH2:22]1)(=O)=O.[H-].[Na+]. The catalyst is CC(C)=O. The product is [F:35][CH:23]1[CH:24]([NH:27][C:28](=[O:29])[O:30][C:31]([CH3:32])([CH3:33])[CH3:34])[CH2:25][CH2:26][N:21]([CH2:20][CH2:19][N:10]2[C:11]3[C:6](=[CH:5][CH:4]=[C:3]([O:2][CH3:1])[CH:12]=3)[N:7]=[CH:8][C:9]2=[O:13])[CH2:22]1. The yield is 0.670.